Dataset: Catalyst prediction with 721,799 reactions and 888 catalyst types from USPTO. Task: Predict which catalyst facilitates the given reaction. Reactant: [C:1]([O:5][C:6](=[O:14])[NH:7][CH:8]1[CH2:13][CH2:12][NH:11][CH2:10][CH2:9]1)([CH3:4])([CH3:3])[CH3:2].[O:15]1[CH2:18][CH2:17][C:16]1=O.C(O[BH-](OC(=O)C)OC(=O)C)(=O)C.[Na+]. Product: [C:1]([O:5][C:6](=[O:14])[NH:7][CH:8]1[CH2:13][CH2:12][N:11]([CH:17]2[CH2:18][O:15][CH2:16]2)[CH2:10][CH2:9]1)([CH3:4])([CH3:2])[CH3:3]. The catalyst class is: 26.